This data is from Cav3 T-type calcium channel HTS with 100,875 compounds. The task is: Binary Classification. Given a drug SMILES string, predict its activity (active/inactive) in a high-throughput screening assay against a specified biological target. (1) The compound is S(=O)(=O)(N1CCN(S(=O)(=O)c2cc3c(cc2)cccc3)CC1)N1CCCCC1. The result is 0 (inactive). (2) The drug is o1c(c(cc1C)C(OCn1nnc2c(c1=O)cccc2)=O)C. The result is 0 (inactive). (3) The molecule is S(=O)(=O)(CC(=O)N1CCc2c(C1)cccc2)Cc1nc(oc1C)c1cc(OC)ccc1. The result is 1 (active). (4) The molecule is S(=O)(=O)(Nc1ncccc1)c1ccc(N)cc1. The result is 0 (inactive). (5) The molecule is Brc1cc(c2oc(SCC(OCC)=O)nn2)ccc1. The result is 0 (inactive). (6) The molecule is Clc1ccc(n2nc(n3c2nc(c(c3=O)C#N)CC)C(OCC)=O)cc1. The result is 0 (inactive).